From a dataset of Peptide-MHC class I binding affinity with 185,985 pairs from IEDB/IMGT. Regression. Given a peptide amino acid sequence and an MHC pseudo amino acid sequence, predict their binding affinity value. This is MHC class I binding data. (1) The peptide sequence is IPFYGKAI. The MHC is HLA-B07:02 with pseudo-sequence HLA-B07:02. The binding affinity (normalized) is 0.426. (2) The peptide sequence is TTTTTAAT. The MHC is Mamu-A02 with pseudo-sequence Mamu-A02. The binding affinity (normalized) is 0. (3) The peptide sequence is GAITDNGPM. The MHC is HLA-A02:03 with pseudo-sequence HLA-A02:03. The binding affinity (normalized) is 0. (4) The peptide sequence is YTFEPHYFY. The MHC is HLA-C06:02 with pseudo-sequence HLA-C06:02. The binding affinity (normalized) is 0.419.